From a dataset of Kir2.1 potassium channel HTS with 301,493 compounds. Binary Classification. Given a drug SMILES string, predict its activity (active/inactive) in a high-throughput screening assay against a specified biological target. (1) The molecule is O(c1ccc(c2n[nH]c(=O)cc2)cc1)C. The result is 0 (inactive). (2) The compound is Clc1c(CNC(=O)c2c(ccnc2)C(F)(F)F)cccc1. The result is 0 (inactive). (3) The compound is S=C(N(CCC)Cc1ccccc1)Nc1cc(ccc1)C(F)(F)F. The result is 0 (inactive). (4) The drug is OC(CN1CCN(CC1)C)COc1ccccc1. The result is 0 (inactive).